Task: Predict the reactants needed to synthesize the given product.. Dataset: Full USPTO retrosynthesis dataset with 1.9M reactions from patents (1976-2016) (1) Given the product [CH3:4][NH:5][C@@H:6]1[C:15]2[C:10](=[CH:11][CH:12]=[CH:13][CH:14]=2)[CH2:9][CH2:8][CH2:7]1, predict the reactants needed to synthesize it. The reactants are: C(O[C:4](=O)[NH:5][CH:6]1[C:15]2[C:10](=[CH:11][CH:12]=[CH:13][CH:14]=2)[CH2:9][CH2:8][CH2:7]1)C.CCOCC. (2) Given the product [F:19][C:2]1[CH:3]=[C:4]([N:8]2[N:12]=[N:11][C:10]([C:13]3[CH:18]=[CH:17][CH:16]=[CH:15][N:14]=3)=[N:9]2)[CH:5]=[CH:6][CH:7]=1, predict the reactants needed to synthesize it. The reactants are: Cl[C:2]1[CH:3]=[C:4]([N:8]2[N:12]=[N:11][C:10]([C:13]3[CH:18]=[CH:17][CH:16]=[CH:15][N:14]=3)=[N:9]2)[CH:5]=[CH:6][CH:7]=1.[F:19]C1C=C(NC2C=CC=CC=2)C=CC=1.N1C=CC=CC=1C=O. (3) Given the product [CH2:1]([O:3][C:4]([C:6]1[C:7]([CH3:16])=[N:8][C:9]2[C:14]([CH:15]=1)=[C:13]([Br:17])[CH:12]=[N:11][CH:10]=2)=[O:5])[CH3:2], predict the reactants needed to synthesize it. The reactants are: [CH2:1]([O:3][C:4]([C:6]1[C:7]([CH3:16])=[N:8][C:9]2[C:14]([CH:15]=1)=[CH:13][CH:12]=[N:11][CH:10]=2)=[O:5])[CH3:2].[Br:17]N1C(=O)CCC1=O. (4) Given the product [NH2:37][C:35]1[CH:34]=[CH:33][C:3]([O:4][C:5]2[CH:6]=[CH:7][N:40]=[C:9]3[CH:13]=[C:12]([C:14]4[N:19]=[C:18]([CH2:20][N:21]([CH2:29][CH2:30][O:31][CH3:32])[C:22](=[O:28])[O:23][C:24]([CH3:25])([CH3:27])[CH3:26])[CH:17]=[CH:16][CH:15]=4)[S:11][C:10]=23)=[C:2]([F:1])[CH:36]=1, predict the reactants needed to synthesize it. The reactants are: [F:1][C:2]1[CH:36]=[C:35]([N+:37]([O-])=O)[CH:34]=[CH:33][C:3]=1[O:4][C:5]1[C:10]2[S:11][C:12]([C:14]3[N:19]=[C:18]([CH2:20][N:21]([CH2:29][CH2:30][O:31][CH3:32])[C:22](=[O:28])[O:23][C:24]([CH3:27])([CH3:26])[CH3:25])[CH:17]=[CH:16][CH:15]=3)=[CH:13][C:9]=2C=[CH:7][CH:6]=1.[NH4+:40].[Cl-].CCO. (5) Given the product [NH:10]1[CH:14]=[C:13]([C@@H:15]([NH2:18])[CH2:16][CH3:17])[CH:12]=[N:11]1, predict the reactants needed to synthesize it. The reactants are: C1(C)C=CC(S([N:10]2[CH:14]=[C:13]([C@@H:15]([NH:18]S(C(C)(C)C)=O)[CH2:16][CH3:17])[CH:12]=[N:11]2)(=O)=O)=CC=1.Cl.